From a dataset of Full USPTO retrosynthesis dataset with 1.9M reactions from patents (1976-2016). Predict the reactants needed to synthesize the given product. Given the product [CH2:21]([O:9][C:7]1[CH:8]=[C:3]([O:2][CH3:1])[CH:4]=[CH:5][C:6]=1[N+:10]([O-:12])=[O:11])[CH:20]=[CH2:19], predict the reactants needed to synthesize it. The reactants are: [CH3:1][O:2][C:3]1[CH:4]=[CH:5][C:6]([N+:10]([O-:12])=[O:11])=[C:7]([OH:9])[CH:8]=1.C(=O)([O-])[O-].[K+].[K+].[CH2:19](Br)[CH:20]=[CH2:21].O.